Dataset: Peptide-MHC class I binding affinity with 185,985 pairs from IEDB/IMGT. Task: Regression. Given a peptide amino acid sequence and an MHC pseudo amino acid sequence, predict their binding affinity value. This is MHC class I binding data. (1) The peptide sequence is TTFPVNGGY. The MHC is HLA-A29:02 with pseudo-sequence HLA-A29:02. The binding affinity (normalized) is 0.703. (2) The peptide sequence is AEFWDVFLS. The MHC is HLA-A11:01 with pseudo-sequence HLA-A11:01. The binding affinity (normalized) is 0.0847. (3) The peptide sequence is ISAGFSLWIY. The binding affinity (normalized) is 0.634. The MHC is HLA-A01:01 with pseudo-sequence HLA-A01:01. (4) The peptide sequence is KLVYIFEPEK. The MHC is HLA-A03:01 with pseudo-sequence HLA-A03:01. The binding affinity (normalized) is 0.632. (5) The peptide sequence is RAIEAQQHL. The MHC is HLA-B35:01 with pseudo-sequence HLA-B35:01. The binding affinity (normalized) is 0.0176. (6) The peptide sequence is STPESANLGE. The MHC is Mamu-A01 with pseudo-sequence Mamu-A01. The binding affinity (normalized) is 0.606. (7) The peptide sequence is EVWGMRWPI. The MHC is HLA-A26:01 with pseudo-sequence HLA-A26:01. The binding affinity (normalized) is 0.343. (8) The peptide sequence is RVFPTAFEF. The MHC is Mamu-B3901 with pseudo-sequence Mamu-B3901. The binding affinity (normalized) is 0.369. (9) The peptide sequence is AMPKTIYEL. The MHC is HLA-A03:01 with pseudo-sequence HLA-A03:01. The binding affinity (normalized) is 0.0847. (10) The peptide sequence is YEQVVMDYL. The MHC is HLA-B40:01 with pseudo-sequence HLA-B40:01. The binding affinity (normalized) is 1.00.